Dataset: Peptide-MHC class I binding affinity with 185,985 pairs from IEDB/IMGT. Task: Regression. Given a peptide amino acid sequence and an MHC pseudo amino acid sequence, predict their binding affinity value. This is MHC class I binding data. (1) The peptide sequence is VWAPLILAYFPVF. The MHC is HLA-B07:02 with pseudo-sequence HLA-B07:02. The binding affinity (normalized) is 0. (2) The binding affinity (normalized) is 0. The peptide sequence is KEGKAGYIT. The MHC is Mamu-B08 with pseudo-sequence Mamu-B08. (3) The peptide sequence is MSLSEQLRK. The MHC is HLA-A31:01 with pseudo-sequence HLA-A31:01. The binding affinity (normalized) is 0.520. (4) The peptide sequence is RPRGEVRFL. The MHC is HLA-A23:01 with pseudo-sequence HLA-A23:01. The binding affinity (normalized) is 0. (5) The peptide sequence is SYPPPPASF. The MHC is HLA-B27:05 with pseudo-sequence HLA-B27:05. The binding affinity (normalized) is 0.0847.